This data is from Tyrosyl-DNA phosphodiesterase HTS with 341,365 compounds. The task is: Binary Classification. Given a drug SMILES string, predict its activity (active/inactive) in a high-throughput screening assay against a specified biological target. (1) The molecule is s1c2n(cc(n2)c2ccc(NC(=O)CC(C)C)cc2)cc1. The result is 0 (inactive). (2) The drug is o1c(CN2C(=O)/C(C(=O)NC2=O)=C\Nc2ccc(NC(=O)C)cc2)ccc1. The result is 1 (active). (3) The result is 0 (inactive). The compound is Clc1cc(c(NC(=O)CCCN2C(=O)CCC2=O)cc1)C. (4) The drug is S(=O)(=O)(Nc1onc(c1C)C)c1ccc(N)cc1. The result is 0 (inactive). (5) The molecule is S(=O)(=O)(NC(C)C)c1ccc(OCC(=O)Nc2cc(OC)ccc2)cc1. The result is 0 (inactive). (6) The compound is S(=O)(=O)(N1CCOCC1)c1cc(NC(=O)Cc2sc(nc2c2ccc(F)cc2)C)c(OC)cc1. The result is 0 (inactive).